This data is from NCI-60 drug combinations with 297,098 pairs across 59 cell lines. The task is: Regression. Given two drug SMILES strings and cell line genomic features, predict the synergy score measuring deviation from expected non-interaction effect. (1) Drug 1: C1=NC(=NC(=O)N1C2C(C(C(O2)CO)O)O)N. Drug 2: CCN(CC)CCNC(=O)C1=C(NC(=C1C)C=C2C3=C(C=CC(=C3)F)NC2=O)C. Cell line: T-47D. Synergy scores: CSS=5.21, Synergy_ZIP=-0.556, Synergy_Bliss=5.02, Synergy_Loewe=0.484, Synergy_HSA=1.46. (2) Synergy scores: CSS=23.6, Synergy_ZIP=-3.60, Synergy_Bliss=-7.49, Synergy_Loewe=-7.79, Synergy_HSA=-6.27. Drug 2: C1=NC2=C(N1)C(=S)N=CN2. Cell line: MCF7. Drug 1: CC1=C2C(C(=O)C3(C(CC4C(C3C(C(C2(C)C)(CC1OC(=O)C(C(C5=CC=CC=C5)NC(=O)OC(C)(C)C)O)O)OC(=O)C6=CC=CC=C6)(CO4)OC(=O)C)O)C)O.